This data is from NCI-60 drug combinations with 297,098 pairs across 59 cell lines. The task is: Regression. Given two drug SMILES strings and cell line genomic features, predict the synergy score measuring deviation from expected non-interaction effect. (1) Drug 1: CCC(=C(C1=CC=CC=C1)C2=CC=C(C=C2)OCCN(C)C)C3=CC=CC=C3.C(C(=O)O)C(CC(=O)O)(C(=O)O)O. Drug 2: CCC1=C2CN3C(=CC4=C(C3=O)COC(=O)C4(CC)O)C2=NC5=C1C=C(C=C5)O. Cell line: DU-145. Synergy scores: CSS=43.3, Synergy_ZIP=6.42, Synergy_Bliss=8.17, Synergy_Loewe=-52.6, Synergy_HSA=-0.970. (2) Drug 1: C1=CC=C(C(=C1)C(C2=CC=C(C=C2)Cl)C(Cl)Cl)Cl. Drug 2: C1=CN(C=N1)CC(O)(P(=O)(O)O)P(=O)(O)O. Cell line: NCI-H226. Synergy scores: CSS=9.88, Synergy_ZIP=-2.62, Synergy_Bliss=1.37, Synergy_Loewe=2.30, Synergy_HSA=1.64.